This data is from Reaction yield outcomes from USPTO patents with 853,638 reactions. The task is: Predict the reaction yield, written as a fraction of the theoretical maximum amount of product (1.0 means a 100% yield; for example, 0.34 means a 34% yield). (1) The reactants are [C:1]([C:5]1[CH:6]=[C:7]2[C:11](=[CH:12][CH:13]=1)[C@H:10]([NH:14][C:15]([NH:17][C:18]1[CH:26]=[CH:25][CH:24]=[C:23]3[C:19]=1[CH:20]=[N:21][N:22]3[C:27]([O:29][CH2:30][CH2:31][CH2:32][O:33][P:34]([O:41]C(C)(C)C)([O:36]C(C)(C)C)=[O:35])=[O:28])=[O:16])[CH2:9][CH2:8]2)([CH3:4])([CH3:3])[CH3:2].C(#N)C.FC(F)(F)C(O)=O.N. The catalyst is O. The product is [C:1]([C:5]1[CH:6]=[C:7]2[C:11](=[CH:12][CH:13]=1)[C@H:10]([NH:14][C:15]([NH:17][C:18]1[CH:26]=[CH:25][CH:24]=[C:23]3[C:19]=1[CH:20]=[N:21][N:22]3[C:27]([O:29][CH2:30][CH2:31][CH2:32][O:33][P:34]([OH:36])([OH:41])=[O:35])=[O:28])=[O:16])[CH2:9][CH2:8]2)([CH3:4])([CH3:2])[CH3:3]. The yield is 0.810. (2) The reactants are [CH:1]([CH:3]1[S:7][C:6]([C:8]2[NH:9][C:10]3[C:15]([CH:16]=2)=[CH:14][CH:13]=[CH:12][C:11]=3[N:17]([CH3:27])[S:18]([C:21]2[CH:26]=[CH:25][CH:24]=[CH:23][N:22]=2)(=[O:20])=[O:19])=[N:5][CH2:4]1)=[O:2].[BH4-].[Na+].[Cl-].[NH4+]. The catalyst is O1CCCC1.C(O)C. The product is [OH:2][CH2:1][CH:3]1[S:7][C:6]([C:8]2[NH:9][C:10]3[C:15]([CH:16]=2)=[CH:14][CH:13]=[CH:12][C:11]=3[N:17]([CH3:27])[S:18]([C:21]2[CH:26]=[CH:25][CH:24]=[CH:23][N:22]=2)(=[O:19])=[O:20])=[N:5][CH2:4]1. The yield is 0.800. (3) The reactants are Cl.[NH2:2][C@@H:3]([C:7]([C:10]1[CH:15]=[CH:14][C:13]([Cl:16])=[CH:12][CH:11]=1)([CH3:9])[CH3:8])[C:4]([OH:6])=[O:5].[C:17](=O)([O-:23])[O:18][C:19]([CH3:22])([CH3:21])[CH3:20].[C:17](=O)([O-:23])[O:18][C:19]([CH3:22])([CH3:21])[CH3:20].Cl. The catalyst is [OH-].[Na+]. The product is [C:19]([O:18][C:17]([NH:2][C@@H:3]([C:7]([C:10]1[CH:11]=[CH:12][C:13]([Cl:16])=[CH:14][CH:15]=1)([CH3:9])[CH3:8])[C:4]([OH:6])=[O:5])=[O:23])([CH3:22])([CH3:21])[CH3:20]. The yield is 0.510.